From a dataset of Experimentally validated miRNA-target interactions with 360,000+ pairs, plus equal number of negative samples. Binary Classification. Given a miRNA mature sequence and a target amino acid sequence, predict their likelihood of interaction. (1) The miRNA is hsa-miR-29a-3p with sequence UAGCACCAUCUGAAAUCGGUUA. The protein sequence of the target gene is MADKLTRIAIVNHDKCKPKKCRQECKKSCPVVRMGKLCIEVTPQSKIAWISETLCIGCGICIKKCPFGALSIVNLPSNLEKETTHRYCANAFKLHRLPIPRPGEVLGLVGTNGIGKSTALKILAGKQKPNLGKYDDPPDWQEILTYFRGSELQNYFTKILEDDLKAIIKPQYVDQIPKAAKGTVGSILDRKDETKTQAIVCQQLDLTHLKERNVEDLSGGELQRFACAVVCIQKADIFMFDEPSSYLDVKQRLKAAITIRSLINPDRYIIVVEHDLSVLDYLSDFICCLYGVPSAYGVVT.... Result: 1 (interaction). (2) The miRNA is mmu-miR-466l-5p with sequence UUGUGUGUACAUGUACAUGUAU. The protein sequence of the target gene is MSVLGEYERHCDSINSDFGSESGGGGDSGPGPSAVPGPRAGGGAAEQEELHYIPIRVLGRGAFGEATLYRRTEDDSLVVWKEVDLTRLSEKERRDALNEIVILALLQHDNIIAYYNHFMDNTTLLIELEYCNGGNLYDKILRQKDKLFEEEMVVWYLFQIVSAVSCIHKAGILHRDIKTLNIFLTKANLIKLGDYGLAKKLNSEYSMAETLVGTPYYMSPELCQGVKYNFKSDIWAVGCVIFELLTLKRTFDATNPLNLCVKIVQGIRAMEVDSSQYSLELIQLVHACLDQDPEQRPAAD.... Result: 0 (no interaction).